Task: Predict the reactants needed to synthesize the given product.. Dataset: Full USPTO retrosynthesis dataset with 1.9M reactions from patents (1976-2016) (1) The reactants are: [C:1]([O:5][C:6](=[O:27])[N:7]([CH2:20][CH2:21][CH2:22][CH2:23][CH2:24][CH2:25][CH3:26])[CH2:8][C:9]1([C:12]2[CH:17]=[CH:16][C:15]([CH2:18][OH:19])=[CH:14][CH:13]=2)[CH2:11][CH2:10]1)([CH3:4])([CH3:3])[CH3:2]. Given the product [C:1]([O:5][C:6](=[O:27])[N:7]([CH2:8][C:9]1([C:12]2[CH:17]=[CH:16][C:15]([CH:18]=[O:19])=[CH:14][CH:13]=2)[CH2:11][CH2:10]1)[CH2:20][CH2:21][CH2:22][CH2:23][CH2:24][CH2:25][CH3:26])([CH3:2])([CH3:3])[CH3:4], predict the reactants needed to synthesize it. (2) Given the product [CH2:1]([O:3][C:4](=[O:13])[CH2:5][S:6][C:7]1[S:11][C:10]([NH:12][C:30]([N:19]([CH:14]2[CH2:15][CH2:16][CH2:17][CH2:18]2)[C@H:20]2[CH2:21][CH2:22][C@H:23]([CH2:26][CH3:27])[CH2:24][CH2:25]2)=[O:31])=[N:9][CH:8]=1)[CH3:2], predict the reactants needed to synthesize it. The reactants are: [CH2:1]([O:3][C:4](=[O:13])[CH2:5][S:6][C:7]1[S:11][C:10]([NH2:12])=[N:9][CH:8]=1)[CH3:2].[CH:14]1([NH:19][C@H:20]2[CH2:25][CH2:24][C@H:23]([CH2:26][CH3:27])[CH2:22][CH2:21]2)[CH2:18][CH2:17][CH2:16][CH2:15]1.C1C[O:31][CH2:30]C1.